From a dataset of Reaction yield outcomes from USPTO patents with 853,638 reactions. Predict the reaction yield, written as a fraction of the theoretical maximum amount of product (1.0 means a 100% yield; for example, 0.34 means a 34% yield). The reactants are [CH2:1]([C@@H:5]1[NH:10][CH2:9][C@H:8]([C:11]2[CH:16]=[CH:15][CH:14]=[CH:13][CH:12]=2)[NH:7][C:6]1=[O:17])[CH:2]([CH3:4])[CH3:3].[F:18][C:19]1[CH:20]=[C:21]([C@@H:26]2[CH2:28][C@H:27]2[C:29](O)=[O:30])[CH:22]=[CH:23][C:24]=1[F:25].C([C@@H]1N(C(=O)/C=C/C2C=CC=CC=2)C[C@H](CC(C)C)NC1=O)C(C)C. No catalyst specified. The product is [F:18][C:19]1[CH:20]=[C:21]([C@@H:26]2[CH2:28][C@H:27]2[C:29]([N:10]2[CH2:9][C@H:8]([C:11]3[CH:12]=[CH:13][CH:14]=[CH:15][CH:16]=3)[NH:7][C:6](=[O:17])[C@@H:5]2[CH2:1][CH:2]([CH3:4])[CH3:3])=[O:30])[CH:22]=[CH:23][C:24]=1[F:25]. The yield is 0.563.